From a dataset of Forward reaction prediction with 1.9M reactions from USPTO patents (1976-2016). Predict the product of the given reaction. (1) Given the reactants [NH2:1][C:2]1[CH:3]=[CH:4][CH:5]=[C:6]2[C:11]=1[N:10]=[CH:9][CH:8]=[CH:7]2.[CH3:12][S:13](Cl)(=[O:15])=[O:14], predict the reaction product. The product is: [CH3:12][S:13]([NH:1][C:2]1[CH:3]=[CH:4][CH:5]=[C:6]2[C:11]=1[N:10]=[CH:9][CH:8]=[CH:7]2)(=[O:15])=[O:14]. (2) Given the reactants [Cl:1][C:2]1[CH:3]=[C:4]2[C:13](=[CH:14][N:15]=1)[C:12]1[N:8]([CH:9]=[C:10]([C:16]([NH2:18])=[O:17])[N:11]=1)[CH2:7][CH2:6][O:5]2.[CH3:19][N:20]([CH:22](OC)OC)[CH3:21], predict the reaction product. The product is: [Cl:1][C:2]1[CH:3]=[C:4]2[C:13](=[CH:14][N:15]=1)[C:12]1[N:8]([CH:9]=[C:10]([C:16](/[N:18]=[CH:19]/[N:20]([CH3:22])[CH3:21])=[O:17])[N:11]=1)[CH2:7][CH2:6][O:5]2. (3) Given the reactants Br[CH2:2][CH2:3][CH2:4][O:5][C:6]1[CH:15]=[C:14]2[C:9]([C:10]([O:16][C:17]3[CH:22]=[CH:21][C:20]([NH:23][C:24]([NH:26][CH2:27][CH2:28][CH3:29])=[O:25])=[C:19]([Cl:30])[CH:18]=3)=[CH:11][CH:12]=[N:13]2)=[CH:8][C:7]=1[O:31][CH3:32].C(=O)([O-])[O-].[K+].[K+].[CH3:39][NH:40][CH2:41][CH2:42][OH:43].O, predict the reaction product. The product is: [Cl:30][C:19]1[CH:18]=[C:17]([O:16][C:10]2[C:9]3[C:14](=[CH:15][C:6]([O:5][CH2:4][CH2:3][CH2:2][N:40]([CH2:41][CH2:42][OH:43])[CH3:39])=[C:7]([O:31][CH3:32])[CH:8]=3)[N:13]=[CH:12][CH:11]=2)[CH:22]=[CH:21][C:20]=1[NH:23][C:24]([NH:26][CH2:27][CH2:28][CH3:29])=[O:25]. (4) Given the reactants [F:1][C:2]1[CH:22]=[CH:21][C:20]([F:23])=[CH:19][C:3]=1[O:4][C:5]1[CH2:9][N:8]([C@@H:10]([CH2:14][CH:15]([CH3:17])[CH3:16])[C:11]([OH:13])=O)[C:7](=[O:18])[CH:6]=1.C(N(CC)C(C)C)(C)C.F[P-](F)(F)(F)(F)F.N1(O[P+](N(C)C)(N(C)C)N(C)C)C2C=CC=CC=2N=N1.[CH3:60][C:61]1([CH3:73])[O:65][C@H:64]([CH2:66][N:67]2[CH:71]=[CH:70][C:69]([NH2:72])=[N:68]2)[CH2:63][O:62]1, predict the reaction product. The product is: [CH3:60][C:61]1([CH3:73])[O:65][C@H:64]([CH2:66][N:67]2[CH:71]=[CH:70][C:69]([NH:72][C:11](=[O:13])[C@@H:10]([N:8]3[CH2:9][C:5]([O:4][C:3]4[CH:19]=[C:20]([F:23])[CH:21]=[CH:22][C:2]=4[F:1])=[CH:6][C:7]3=[O:18])[CH2:14][CH:15]([CH3:17])[CH3:16])=[N:68]2)[CH2:63][O:62]1.